From a dataset of Full USPTO retrosynthesis dataset with 1.9M reactions from patents (1976-2016). Predict the reactants needed to synthesize the given product. (1) Given the product [NH2:2][C:1](=[O:27])[CH2:3][CH:4]1[CH:10]([C:11]2[CH:16]=[CH:15][C:14]([Cl:17])=[C:13]([Cl:18])[CH:12]=2)[O:9][CH2:8][CH2:7][N:6]([C:19]([O:21][C:22]([CH3:25])([CH3:24])[CH3:23])=[O:20])[CH2:5]1, predict the reactants needed to synthesize it. The reactants are: [C:1]([CH2:3][CH:4]1[CH:10]([C:11]2[CH:16]=[CH:15][C:14]([Cl:17])=[C:13]([Cl:18])[CH:12]=2)[O:9][CH2:8][CH2:7][N:6]([C:19]([O:21][C:22]([CH3:25])([CH3:24])[CH3:23])=[O:20])[CH2:5]1)#[N:2].C(=O)([O-])[OH:27].[Na+].OO.S([O-])([O-])(=O)=S.[Na+].[Na+]. (2) Given the product [F:21][C:4]1[CH:3]=[C:2]([C:27]2[CH:26]=[N:25][C:24]([O:23][CH3:22])=[N:29][CH:28]=2)[CH:7]=[CH:6][C:5]=1[C:8]([N:10]1[CH2:14][CH2:13][CH2:12][C@H:11]1[CH2:15][N:16]1[CH2:20][CH2:19][CH2:18][CH2:17]1)=[O:9], predict the reactants needed to synthesize it. The reactants are: Br[C:2]1[CH:7]=[CH:6][C:5]([C:8]([N:10]2[CH2:14][CH2:13][CH2:12][C@H:11]2[CH2:15][N:16]2[CH2:20][CH2:19][CH2:18][CH2:17]2)=[O:9])=[C:4]([F:21])[CH:3]=1.[CH3:22][O:23][C:24]1[N:29]=[CH:28][C:27](B(O)O)=[CH:26][N:25]=1. (3) Given the product [Br:1][C:2]1[CH:3]=[CH:4][C:5]2[N:15]([CH2:16][CH:17]3[CH2:19][CH2:18]3)[C:9]([C:10]([CH3:13])([CH3:12])[CH3:11])=[N:8][C:6]=2[CH:7]=1, predict the reactants needed to synthesize it. The reactants are: [Br:1][C:2]1[CH:3]=[CH:4][C:5]([NH:15][CH2:16][CH:17]2[CH2:19][CH2:18]2)=[C:6]([NH:8][C:9](=O)[C:10]([CH3:13])([CH3:12])[CH3:11])[CH:7]=1. (4) Given the product [CH2:8]([O:14][CH2:15][CH2:16][O:17][CH2:18][CH2:19][NH2:20])[CH2:9][CH2:10][CH2:11][CH2:12][CH3:13], predict the reactants needed to synthesize it. The reactants are: Cl.O1CCOCC1.[CH2:8]([O:14][CH2:15][CH2:16][O:17][CH2:18][CH2:19][NH:20]C(=O)OC(C)(C)C)[CH2:9][CH2:10][CH2:11][CH2:12][CH3:13].C([O-])([O-])=O.[K+].[K+]. (5) The reactants are: [Cl:1][C:2]1[CH:10]=[C:9]([CH3:11])[C:5]([C:6]([OH:8])=O)=[CH:4][N:3]=1.CN(C(ON1N=NC2C=CC=NC1=2)=[N+](C)C)C.F[P-](F)(F)(F)(F)F.C(N(C(C)C)CC)(C)C.Cl.[CH:46]12[NH:53][CH:50]([CH2:51][CH2:52]1)[CH2:49][O:48][CH2:47]2.C(=O)([O-])O.[Na+]. Given the product [Cl:1][C:2]1[N:3]=[CH:4][C:5]([C:6]([N:53]2[CH:46]3[CH2:52][CH2:51][CH:50]2[CH2:49][O:48][CH2:47]3)=[O:8])=[C:9]([CH3:11])[CH:10]=1, predict the reactants needed to synthesize it.